Dataset: Forward reaction prediction with 1.9M reactions from USPTO patents (1976-2016). Task: Predict the product of the given reaction. Given the reactants [Cl:1][C:2]1[C:3]([C:13]#[N:14])=[C:4]([N:8]2[CH:12]=[CH:11][CH:10]=[CH:9]2)[CH:5]=[CH:6][CH:7]=1.[H-].[Al+3].[Li+].[H-].[H-].[H-], predict the reaction product. The product is: [NH2:14][CH2:13][C:3]1[C:2]([Cl:1])=[CH:7][CH:6]=[CH:5][C:4]=1[N:8]1[CH:12]=[CH:11][CH:10]=[CH:9]1.